This data is from NCI-60 drug combinations with 297,098 pairs across 59 cell lines. The task is: Regression. Given two drug SMILES strings and cell line genomic features, predict the synergy score measuring deviation from expected non-interaction effect. (1) Drug 1: C1=C(C(=O)NC(=O)N1)F. Drug 2: CCC1=C2CN3C(=CC4=C(C3=O)COC(=O)C4(CC)O)C2=NC5=C1C=C(C=C5)O. Cell line: SK-MEL-2. Synergy scores: CSS=34.8, Synergy_ZIP=-6.53, Synergy_Bliss=-5.41, Synergy_Loewe=-8.04, Synergy_HSA=-1.33. (2) Drug 1: CNC(=O)C1=NC=CC(=C1)OC2=CC=C(C=C2)NC(=O)NC3=CC(=C(C=C3)Cl)C(F)(F)F. Drug 2: C1=CN(C=N1)CC(O)(P(=O)(O)O)P(=O)(O)O. Cell line: SK-MEL-28. Synergy scores: CSS=-1.08, Synergy_ZIP=1.02, Synergy_Bliss=3.75, Synergy_Loewe=-0.162, Synergy_HSA=0.402. (3) Drug 1: CS(=O)(=O)C1=CC(=C(C=C1)C(=O)NC2=CC(=C(C=C2)Cl)C3=CC=CC=N3)Cl. Drug 2: C1=NC2=C(N=C(N=C2N1C3C(C(C(O3)CO)O)F)Cl)N. Cell line: SN12C. Synergy scores: CSS=42.1, Synergy_ZIP=2.26, Synergy_Bliss=2.26, Synergy_Loewe=-19.3, Synergy_HSA=2.18. (4) Drug 1: CCC1(CC2CC(C3=C(CCN(C2)C1)C4=CC=CC=C4N3)(C5=C(C=C6C(=C5)C78CCN9C7C(C=CC9)(C(C(C8N6C)(C(=O)OC)O)OC(=O)C)CC)OC)C(=O)OC)O.OS(=O)(=O)O. Drug 2: C1CC(=O)NC(=O)C1N2C(=O)C3=CC=CC=C3C2=O. Cell line: SK-MEL-28. Synergy scores: CSS=-0.772, Synergy_ZIP=1.17, Synergy_Bliss=1.46, Synergy_Loewe=0.804, Synergy_HSA=-1.11. (5) Drug 1: CC1=C(N=C(N=C1N)C(CC(=O)N)NCC(C(=O)N)N)C(=O)NC(C(C2=CN=CN2)OC3C(C(C(C(O3)CO)O)O)OC4C(C(C(C(O4)CO)O)OC(=O)N)O)C(=O)NC(C)C(C(C)C(=O)NC(C(C)O)C(=O)NCCC5=NC(=CS5)C6=NC(=CS6)C(=O)NCCC[S+](C)C)O. Drug 2: CS(=O)(=O)OCCCCOS(=O)(=O)C. Cell line: OVCAR-8. Synergy scores: CSS=46.6, Synergy_ZIP=-2.95, Synergy_Bliss=-4.70, Synergy_Loewe=-47.5, Synergy_HSA=-3.41.